This data is from Catalyst prediction with 721,799 reactions and 888 catalyst types from USPTO. The task is: Predict which catalyst facilitates the given reaction. Reactant: [O:1]1[C:5]2[CH:6]=[CH:7][C:8]([C:10]3([C:13]([NH:15][C:16]4[CH:17]=[C:18]([C:23]5[CH:28]=[CH:27][C:26]([CH2:29][NH:30][CH3:31])=[CH:25][CH:24]=5)[C:19]([CH3:22])=[CH:20][CH:21]=4)=[O:14])[CH2:12][CH2:11]3)=[CH:9][C:4]=2[O:3][CH2:2]1.[CH3:32][S:33](Cl)(=[O:35])=[O:34].CCN(CC)CC. Product: [O:1]1[C:5]2[CH:6]=[CH:7][C:8]([C:10]3([C:13]([NH:15][C:16]4[CH:17]=[C:18]([C:23]5[CH:24]=[CH:25][C:26]([CH2:29][N:30]([CH3:31])[S:33]([CH3:32])(=[O:35])=[O:34])=[CH:27][CH:28]=5)[C:19]([CH3:22])=[CH:20][CH:21]=4)=[O:14])[CH2:11][CH2:12]3)=[CH:9][C:4]=2[O:3][CH2:2]1. The catalyst class is: 9.